From a dataset of CYP2C9 substrate classification data from Carbon-Mangels et al.. Regression/Classification. Given a drug SMILES string, predict its absorption, distribution, metabolism, or excretion properties. Task type varies by dataset: regression for continuous measurements (e.g., permeability, clearance, half-life) or binary classification for categorical outcomes (e.g., BBB penetration, CYP inhibition). Dataset: cyp2c9_substrate_carbonmangels. (1) The compound is CC(C)(O)c1ccccc1CC[C@@H](SCC1(CC(=O)O)CC1)c1cccc(/C=C\c2ccc3ccc(Cl)cc3n2)c1. The result is 1 (substrate). (2) The result is 1 (substrate). The drug is CCCCc1nc(Cl)c(CO)n1Cc1ccc(-c2ccccc2-c2nnn[nH]2)cc1. (3) The result is 0 (non-substrate). The molecule is O=C1CC[C@H](N2C(=O)c3ccccc3C2=O)C(=O)N1. (4) The drug is CCc1ccc(CCOc2ccc(C[C@@H]3SC(=O)NC3=O)cc2)nc1. The result is 0 (non-substrate).